Dataset: NCI-60 drug combinations with 297,098 pairs across 59 cell lines. Task: Regression. Given two drug SMILES strings and cell line genomic features, predict the synergy score measuring deviation from expected non-interaction effect. Drug 1: CN(C)N=NC1=C(NC=N1)C(=O)N. Drug 2: CS(=O)(=O)OCCCCOS(=O)(=O)C. Cell line: T-47D. Synergy scores: CSS=-0.257, Synergy_ZIP=0.166, Synergy_Bliss=0.0604, Synergy_Loewe=-3.63, Synergy_HSA=-2.03.